Dataset: Forward reaction prediction with 1.9M reactions from USPTO patents (1976-2016). Task: Predict the product of the given reaction. Given the reactants [CH3:1][C:2]1[NH:6][N:5]=[C:4]([C:7]2[O:8][C:9]([C:12]3[CH:17]=[CH:16][CH:15]=[CH:14][CH:13]=3)=[N:10][N:11]=2)[N:3]=1.CN(C=O)C.[Na+].[I-].[Cl:25][C:26]1[CH:31]=[C:30]([CH2:32]Cl)[CH:29]=[CH:28][N:27]=1, predict the reaction product. The product is: [Cl:25][C:26]1[CH:31]=[C:30]([CH2:32][N:6]2[C:2]([CH3:1])=[N:3][C:4]([C:7]3[O:8][C:9]([C:12]4[CH:13]=[CH:14][CH:15]=[CH:16][CH:17]=4)=[N:10][N:11]=3)=[N:5]2)[CH:29]=[CH:28][N:27]=1.